This data is from Reaction yield outcomes from USPTO patents with 853,638 reactions. The task is: Predict the reaction yield, written as a fraction of the theoretical maximum amount of product (1.0 means a 100% yield; for example, 0.34 means a 34% yield). The reactants are [NH2:1][C:2]1([CH2:15][CH3:16])[CH2:7][CH2:6][N:5]([CH2:8][C:9]2[CH:14]=[CH:13][CH:12]=[CH:11][CH:10]=2)[CH2:4][CH2:3]1.[C:17]([O:21][C:22](O[C:22]([O:21][C:17]([CH3:20])([CH3:19])[CH3:18])=[O:23])=[O:23])([CH3:20])([CH3:19])[CH3:18]. The catalyst is C(Cl)(Cl)Cl. The product is [CH2:8]([N:5]1[CH2:6][CH2:7][C:2]([NH:1][C:22]([O:21][C:17]([CH3:20])([CH3:19])[CH3:18])=[O:23])([CH2:15][CH3:16])[CH2:3][CH2:4]1)[C:9]1[CH:14]=[CH:13][CH:12]=[CH:11][CH:10]=1. The yield is 0.940.